Dataset: Full USPTO retrosynthesis dataset with 1.9M reactions from patents (1976-2016). Task: Predict the reactants needed to synthesize the given product. (1) Given the product [CH2:1]([O:3][C:4]([C:6]1[C:7]2[S:14][CH:13]=[C:12]([CH2:15][O:16][C:17]3[CH:22]=[CH:21][CH:20]=[C:19]([NH:23][C:24](=[O:33])[C:25]4[CH:30]=[CH:29][C:28]([O:31][CH3:32])=[CH:27][CH:26]=4)[CH:18]=3)[C:8]=2[CH:9]=[N:10][CH:11]=1)=[O:5])[CH3:2], predict the reactants needed to synthesize it. The reactants are: [CH2:1]([O:3][C:4]([C:6]1[C:7]2[S:14][CH:13]=[C:12]([CH2:15][O:16][C:17]3[CH:22]=[CH:21][CH:20]=[C:19]([NH2:23])[CH:18]=3)[C:8]=2[CH:9]=[N:10][CH:11]=1)=[O:5])[CH3:2].[C:24](Cl)(=[O:33])[C:25]1[CH:30]=[CH:29][C:28]([O:31][CH3:32])=[CH:27][CH:26]=1. (2) Given the product [Cl:1][C:2]1[C:10]([O:11][CH2:29][CH2:28][CH2:27][NH:26][C:25]([O:24][C:20]([CH3:21])([CH3:23])[CH3:22])=[O:31])=[CH:9][C:8]([I:12])=[C:7]2[C:3]=1[CH2:4][NH:5][C:6]2=[O:13], predict the reactants needed to synthesize it. The reactants are: [Cl:1][C:2]1[C:10]([OH:11])=[CH:9][C:8]([I:12])=[C:7]2[C:3]=1[CH2:4][NH:5][C:6]2=[O:13].C(=O)([O-])[O-].[K+].[K+].[C:20]([O:24][C:25](=[O:31])[NH:26][CH2:27][CH2:28][CH2:29]Br)([CH3:23])([CH3:22])[CH3:21].O. (3) Given the product [F:2][C:3]1[C:4]([C:26]([F:27])([F:28])[F:29])=[C:5]([CH:10]2[CH2:15][CH2:14][N:13]([C:16]([C:18]3[C:19]4[CH2:25][N:24]([C:31]#[N:30])[CH2:23][C:20]=4[NH:21][N:22]=3)=[O:17])[CH2:12][CH2:11]2)[CH:6]=[CH:7][C:8]=1[F:9], predict the reactants needed to synthesize it. The reactants are: Cl.[F:2][C:3]1[C:4]([C:26]([F:29])([F:28])[F:27])=[C:5]([CH:10]2[CH2:15][CH2:14][N:13]([C:16]([C:18]3[C:19]4[CH2:25][NH:24][CH2:23][C:20]=4[NH:21][N:22]=3)=[O:17])[CH2:12][CH2:11]2)[CH:6]=[CH:7][C:8]=1[F:9].[N:30]#[C:31]Br.FC1C(C(F)(F)F)=C(C2CCN(C(N3C4CN(C#N)CC=4C=N3)=O)CC2)C=CC=1F. (4) The reactants are: [Br:1][C:2]1[CH:3]=[C:4]2[C:9](=[CH:10][CH:11]=1)[C:8](=[O:12])[N:7]([CH2:13][CH:14]1[CH2:16][CH2:15]1)[C:6]([C:17]([O:19][CH2:20][CH3:21])=[O:18])=[C:5]2[OH:22].[CH2:23](O)[CH2:24][CH2:25][CH3:26].C(P(CCCC)CCCC)CCC.N(C(N1CCCCC1)=O)=NC(N1CCCCC1)=O. Given the product [Br:1][C:2]1[CH:3]=[C:4]2[C:9](=[CH:10][CH:11]=1)[C:8](=[O:12])[N:7]([CH2:13][CH:14]1[CH2:15][CH2:16]1)[C:6]([C:17]([O:19][CH2:20][CH3:21])=[O:18])=[C:5]2[O:22][CH2:23][CH2:24][CH2:25][CH3:26], predict the reactants needed to synthesize it. (5) Given the product [C:1]([O:5][C:6](=[O:20])[NH:7][CH2:8][CH2:9][C:10]1[CH:11]=[CH:12][C:13]([NH:16][C:17](=[NH:19])[S:18][CH3:21])=[CH:14][CH:15]=1)([CH3:4])([CH3:2])[CH3:3], predict the reactants needed to synthesize it. The reactants are: [C:1]([O:5][C:6](=[O:20])[NH:7][CH2:8][CH2:9][C:10]1[CH:15]=[CH:14][C:13]([NH:16][C:17]([NH2:19])=[S:18])=[CH:12][CH:11]=1)([CH3:4])([CH3:3])[CH3:2].[CH3:21]I. (6) Given the product [N:1]1([C:5](=[O:21])[CH2:6][C:7]2[CH:8]=[CH:9][C:10]([C:23]3[CH:24]=[C:25]4[C:29](=[CH:30][C:31]=3[Cl:32])[NH:28][CH:27]=[C:26]4[CH:33]=[O:34])=[CH:11][CH:12]=2)[CH2:2][CH2:3][CH2:4]1, predict the reactants needed to synthesize it. The reactants are: [N:1]1([C:5](=[O:21])[CH2:6][C:7]2[CH:12]=[CH:11][C:10](B3OCC(C)(C)CO3)=[CH:9][CH:8]=2)[CH2:4][CH2:3][CH2:2]1.Br[C:23]1[CH:24]=[C:25]2[C:29](=[CH:30][C:31]=1[Cl:32])[NH:28][CH:27]=[C:26]2[CH:33]=[O:34].C([O-])([O-])=O.[K+].[K+].C1(C)C=CC=CC=1. (7) Given the product [OH:2][NH:1][C:4]1[N:5]=[CH:6][C:7]([CH2:10][C:11]([O:13][CH2:14][CH3:15])=[O:12])=[N:8][CH:9]=1, predict the reactants needed to synthesize it. The reactants are: [N+:1]([C:4]1[N:5]=[CH:6][C:7]([CH2:10][C:11]([O:13][CH2:14][CH3:15])=[O:12])=[N:8][CH:9]=1)([O-])=[O:2].